Dataset: Reaction yield outcomes from USPTO patents with 853,638 reactions. Task: Predict the reaction yield, written as a fraction of the theoretical maximum amount of product (1.0 means a 100% yield; for example, 0.34 means a 34% yield). (1) The reactants are [CH2:1]([O:3][C:4](=[O:18])[CH2:5][CH:6]1[O:10][B:9]([OH:11])[C:8]2[CH:12]=[C:13]([OH:17])[CH:14]=[C:15]([CH3:16])[C:7]1=2)[CH3:2].C([O-])([O-])=O.[Cs+].[Cs+].[C:25]([O:29][C:30]([C:32]1[S:36][C:35](Cl)=[N:34][CH:33]=1)=[O:31])([CH3:28])([CH3:27])[CH3:26].Cl. The catalyst is CN(C=O)C. The product is [C:25]([O:29][C:30]([C:32]1[S:36][C:35]([O:17][C:13]2[CH:14]=[C:15]([CH3:16])[C:7]3[CH:6]([CH2:5][C:4]([O:3][CH2:1][CH3:2])=[O:18])[O:10][B:9]([OH:11])[C:8]=3[CH:12]=2)=[N:34][CH:33]=1)=[O:31])([CH3:28])([CH3:26])[CH3:27]. The yield is 0.890. (2) The reactants are [CH2:1]([C:8]1[NH:13][C:12](=[O:14])[C:11](Br)=[CH:10][N:9]=1)[C:2]1[CH:7]=[CH:6][CH:5]=[CH:4][CH:3]=1.[CH2:16]([O:23][C:24]1[CH:29]=[CH:28][C:27](B(O)O)=[CH:26][CH:25]=1)[C:17]1[CH:22]=[CH:21][CH:20]=[CH:19][CH:18]=1. No catalyst specified. The product is [CH2:1]([C:8]1[NH:13][C:12](=[O:14])[C:11]([C:27]2[CH:28]=[CH:29][C:24]([O:23][CH2:16][C:17]3[CH:22]=[CH:21][CH:20]=[CH:19][CH:18]=3)=[CH:25][CH:26]=2)=[CH:10][N:9]=1)[C:2]1[CH:7]=[CH:6][CH:5]=[CH:4][CH:3]=1. The yield is 0.840. (3) No catalyst specified. The product is [NH2:1][C:2]1[CH:10]=[C:9]([Cl:11])[CH:8]=[CH:7][C:3]=1[C:4]([O:6][CH3:13])=[O:5]. The reactants are [NH2:1][C:2]1[CH:10]=[C:9]([Cl:11])[CH:8]=[CH:7][C:3]=1[C:4]([OH:6])=[O:5].Cl.[CH3:13]O. The yield is 0.620. (4) The reactants are Br[CH2:2][CH:3]1[CH2:7][CH2:6][CH:5]([CH2:8][CH2:9][C:10]2[CH:15]=[C:14]([F:16])[CH:13]=[CH:12][C:11]=2[O:17][CH3:18])[O:4]1.[Na+].[I-].[C-:21]#[N:22].[K+].C(=O)(O)[O-].[Na+]. The catalyst is CS(C)=O. The product is [C:21]([CH2:2][C@H:3]1[CH2:7][CH2:6][C@H:5]([CH2:8][CH2:9][C:10]2[CH:15]=[C:14]([F:16])[CH:13]=[CH:12][C:11]=2[O:17][CH3:18])[O:4]1)#[N:22]. The yield is 0.860.